This data is from Cav3 T-type calcium channel HTS with 100,875 compounds. The task is: Binary Classification. Given a drug SMILES string, predict its activity (active/inactive) in a high-throughput screening assay against a specified biological target. (1) The drug is s1c2c(CCC2)c(c1NC(=O)CSc1n(c2cc(OC)ccc2)c(=O)c2c(n1)cccc2)C(=O)N. The result is 0 (inactive). (2) The compound is O=C1N(C(=O)CC1N1CCN(CC1)Cc1cc2OCOc2cc1)c1ccc(NC(=O)C)cc1. The result is 0 (inactive). (3) The drug is s1c2c(CCN(C2)C(=O)C)c(c1NC(=O)c1cc2OCCOc2cc1)C#N. The result is 0 (inactive). (4) The molecule is Clc1ccc(C(=O)CCC(=O)CCC(O)=O)cc1. The result is 0 (inactive). (5) The molecule is OCC(Nc1c([N+]([O-])=O)cc([N+]([O-])=O)cc1)(C)C. The result is 0 (inactive). (6) The compound is Fc1c(NC(=O)C2CN(C(=O)C2)c2ccc(cc2)CC)cccc1. The result is 0 (inactive).